Dataset: Forward reaction prediction with 1.9M reactions from USPTO patents (1976-2016). Task: Predict the product of the given reaction. (1) Given the reactants [CH2:1]([C:8]1[C:9]([NH:20][CH:21]([CH2:25][CH3:26])[C:22]([OH:24])=O)=[N:10][CH:11]=[C:12]([C:14]2[CH:19]=[CH:18][CH:17]=[CH:16][CH:15]=2)[N:13]=1)[C:2]1[CH:7]=[CH:6][CH:5]=[CH:4][CH:3]=1.N1C=CC=CC=1.C1(N=C=NC2CCCCC2)CCCCC1, predict the reaction product. The product is: [CH2:1]([C:8]1[NH:13][C:12]([C:14]2[CH:15]=[CH:16][CH:17]=[CH:18][CH:19]=2)=[CH:11][N:10]2[C:22](=[O:24])[C:21]([CH2:25][CH3:26])=[N:20][C:9]=12)[C:2]1[CH:7]=[CH:6][CH:5]=[CH:4][CH:3]=1. (2) Given the reactants CS(O[CH2:6][CH2:7][CH2:8][C@@:9]1([C:24]2[CH:29]=[CH:28][C:27]([F:30])=[CH:26][CH:25]=2)[O:14][C:13](=[O:15])[N:12]([C@H:16]([CH:18]2[CH2:23][CH2:22][CH2:21][CH2:20][CH2:19]2)[CH3:17])[CH2:11][CH2:10]1)(=O)=O.[N-:31]=[N+:32]=[N-:33].[Na+], predict the reaction product. The product is: [N:31]([CH2:6][CH2:7][CH2:8][C@@:9]1([C:24]2[CH:29]=[CH:28][C:27]([F:30])=[CH:26][CH:25]=2)[O:14][C:13](=[O:15])[N:12]([C@H:16]([CH:18]2[CH2:23][CH2:22][CH2:21][CH2:20][CH2:19]2)[CH3:17])[CH2:11][CH2:10]1)=[N+:32]=[N-:33].